This data is from Full USPTO retrosynthesis dataset with 1.9M reactions from patents (1976-2016). The task is: Predict the reactants needed to synthesize the given product. (1) Given the product [ClH:1].[ClH:47].[Cl:1][C:2]1[CH:3]=[CH:4][C:5]([CH2:8][C:9]2[C:18]3[C:13](=[CH:14][CH:15]=[CH:16][CH:17]=3)[C:12](=[O:19])[N:11]([CH2:20][C@H:21]3[CH2:25][CH2:24][CH2:23][N:22]3[CH2:26][CH2:27][CH2:28][CH2:29][C:30]3[CH:31]=[CH:32][C:33]([O:36][CH2:37][CH2:38][CH2:39][N:40]4[CH2:46][CH2:45][CH2:44][CH2:43][CH2:42][CH2:41]4)=[CH:34][CH:35]=3)[N:10]=2)=[CH:6][CH:7]=1, predict the reactants needed to synthesize it. The reactants are: [Cl:1][C:2]1[CH:7]=[CH:6][C:5]([CH2:8][C:9]2[C:18]3[C:13](=[CH:14][CH:15]=[CH:16][CH:17]=3)[C:12](=[O:19])[N:11]([CH2:20][C@H:21]3[CH2:25][CH2:24][CH2:23][N:22]3[CH2:26][CH2:27][CH2:28][CH2:29][C:30]3[CH:35]=[CH:34][C:33]([O:36][CH2:37][CH2:38][CH2:39][N:40]4[CH2:46][CH2:45][CH2:44][CH2:43][CH2:42][CH2:41]4)=[CH:32][CH:31]=3)[N:10]=2)=[CH:4][CH:3]=1.[ClH:47]. (2) The reactants are: Br[CH2:2][C:3]1[CH:8]=[CH:7][CH:6]=[CH:5][N:4]=1.BrCC1CCCCO1.[Cl:17][C:18]1[C:19]2[O:39][CH2:38][C:28]3([C:36]4[C:31](=[CH:32][CH:33]=[CH:34][CH:35]=4)[NH:30][C:29]3=[O:37])[C:20]=2[C:21]2[O:26][CH2:25][CH2:24][O:23][C:22]=2[CH:27]=1.N1C2C(=CC=CC=2)C2(COC3C=C4C(=CC2=3)CCO4)C1=O. Given the product [Cl:17][C:18]1[C:19]2[O:39][CH2:38][C:28]3([C:36]4[C:31](=[CH:32][CH:33]=[CH:34][CH:35]=4)[N:30]([CH2:2][C:3]4[CH:8]=[CH:7][CH:6]=[CH:5][N:4]=4)[C:29]3=[O:37])[C:20]=2[C:21]2[O:26][CH2:25][CH2:24][O:23][C:22]=2[CH:27]=1, predict the reactants needed to synthesize it. (3) Given the product [C:27]1([S:33]([N:36]2[CH:47]=[CH:46][C:45]3[C:37]2=[N:38][CH:39]=[C:40]2[C:44]=3[N:43]([CH:48]3[CH2:53][CH2:52][C:51](=[CH2:2])[CH2:50][CH2:49]3)[N:42]=[N:41]2)(=[O:35])=[O:34])[CH:32]=[CH:31][CH:30]=[CH:29][CH:28]=1, predict the reactants needed to synthesize it. The reactants are: [I-].[CH3:2][P+](C1C=CC=CC=1)(C1C=CC=CC=1)C1C=CC=CC=1.C([Li])CCC.[C:27]1([S:33]([N:36]2[CH:47]=[CH:46][C:45]3[C:37]2=[N:38][CH:39]=[C:40]2[C:44]=3[N:43]([CH:48]3[CH2:53][CH2:52][C:51](=O)[CH2:50][CH2:49]3)[N:42]=[N:41]2)(=[O:35])=[O:34])[CH:32]=[CH:31][CH:30]=[CH:29][CH:28]=1. (4) Given the product [CH3:23][O:24][C:25](=[O:45])[C:26]1[CH:31]=[C:30]([C:32](=[O:36])[CH2:33][CH2:34][CH3:35])[C:29]([C:37]([F:38])([F:40])[F:39])=[CH:28][C:27]=1[NH:41][C:42](=[O:44])[CH3:43], predict the reactants needed to synthesize it. The reactants are: CC(OI1(OC(C)=O)(OC(C)=O)OC(=O)C2C=CC=CC1=2)=O.[CH3:23][O:24][C:25](=[O:45])[C:26]1[CH:31]=[C:30]([CH:32]([OH:36])[CH2:33][CH2:34][CH3:35])[C:29]([C:37]([F:40])([F:39])[F:38])=[CH:28][C:27]=1[NH:41][C:42](=[O:44])[CH3:43].O.[O-]S([O-])=O.[Na+].[Na+].